This data is from Forward reaction prediction with 1.9M reactions from USPTO patents (1976-2016). The task is: Predict the product of the given reaction. (1) Given the reactants C(N(CC)CC)C.[CH:8]([C:10]1[C:14]2[CH:15]=[N:16][CH:17]=[CH:18][C:13]=2[N:12](C(OC(C)(C)C)=O)[CH:11]=1)=[O:9].[CH:26](=[N:33][C:34]1[CH:39]=[CH:38][CH:37]=[C:36]([O:40][CH3:41])[CH:35]=1)[C:27]1[CH:32]=[CH:31][CH:30]=[CH:29][CH:28]=1, predict the reaction product. The product is: [CH3:41][O:40][C:36]1[CH:35]=[C:34]([NH:33][CH:26]([C:27]2[CH:32]=[CH:31][CH:30]=[CH:29][CH:28]=2)[C:8]([C:10]2[C:14]3[CH:15]=[N:16][CH:17]=[CH:18][C:13]=3[NH:12][CH:11]=2)=[O:9])[CH:39]=[CH:38][CH:37]=1. (2) Given the reactants [F:1][C:2]1[C:7]([F:8])=[CH:6][CH:5]=[CH:4][C:3]=1[C:9]1([OH:14])[CH2:13][CH2:12][NH:11][CH2:10]1.C(=O)([O-])[O-].[K+].[K+].Br[CH2:22][CH2:23][O:24][CH3:25].[Cr]([O-])([O-])(=O)=O.C(O)(=O)C(O)=O, predict the reaction product. The product is: [F:1][C:2]1[C:7]([F:8])=[CH:6][CH:5]=[CH:4][C:3]=1[C:9]1([OH:14])[CH2:13][CH2:12][N:11]([CH2:22][CH2:23][O:24][CH3:25])[CH2:10]1. (3) Given the reactants [H-].[Al+3].[Li+].[H-].[H-].[H-].[C:7]([CH:10]([CH:12]([C:14]([O-])=O)O)O)([O-])=O.[Na+].[K+].[C:19]([O:22][C:23]1[CH:28]=[CH:27][C:26]([CH2:29][C:30]([OH:32])=O)=[CH:25][C:24]=1[O:33][CH3:34])(=[O:21])[CH3:20].O[N:36]1[C:40]2[CH:41]=[CH:42][CH:43]=[CH:44][C:39]=2N=N1.O1CC[CH2:47][CH2:46]1, predict the reaction product. The product is: [C:19]([O:22][C:23]1[CH:28]=[CH:27][C:26]([CH2:29][C:30]([NH:36][CH:40]2[CH2:41][CH2:42][CH:43]([CH:7]=[C:10]([CH2:46][CH3:47])[CH2:12][CH3:14])[CH2:44][CH2:39]2)=[O:32])=[CH:25][C:24]=1[O:33][CH3:34])(=[O:21])[CH3:20]. (4) Given the reactants [F:1][C:2]([F:26])([F:25])[CH:3]([CH2:8][N:9]1[CH2:14][CH2:13][CH2:12][CH:11]([C:15]2[CH:20]=[CH:19][CH:18]=[C:17]([C:21]([F:24])([F:23])[F:22])[CH:16]=2)[CH2:10]1)[CH2:4][C:5](O)=[O:6].[CH3:27][C:28]1[CH:37]=[CH:36][C:31]([C:32]([NH:34][NH2:35])=O)=[CH:30][N:29]=1.O=P(Cl)(Cl)Cl.C([O-])([O-])=O.[Na+].[Na+], predict the reaction product. The product is: [CH3:27][C:28]1[CH:37]=[CH:36][C:31]([C:32]2[O:6][C:5]([CH2:4][CH:3]([CH2:8][N:9]3[CH2:14][CH2:13][CH2:12][CH:11]([C:15]4[CH:20]=[CH:19][CH:18]=[C:17]([C:21]([F:23])([F:22])[F:24])[CH:16]=4)[CH2:10]3)[C:2]([F:26])([F:1])[F:25])=[N:35][N:34]=2)=[CH:30][N:29]=1. (5) Given the reactants [F:1][C:2]([F:17])([S:13]([OH:16])(=[O:15])=[O:14])[C:3]([F:12])([F:11])[C:4]([F:10])([F:9])[C:5]([F:8])([F:7])[F:6].[OH-].[CH2:19]([N+:22]([CH2:29][CH2:30][CH3:31])([CH2:26][CH2:27][CH3:28])[CH2:23][CH2:24][CH3:25])[CH2:20][CH3:21], predict the reaction product. The product is: [CH2:26]([N+:22]([CH2:19][CH2:20][CH3:21])([CH2:23][CH2:24][CH3:25])[CH2:29][CH2:30][CH3:31])[CH2:27][CH3:28].[F:17][C:2]([F:1])([S:13]([O-:16])(=[O:15])=[O:14])[C:3]([F:11])([F:12])[C:4]([F:10])([F:9])[C:5]([F:8])([F:7])[F:6]. (6) Given the reactants [NH2:1][N:2]1[CH:6]=[CH:5][CH:4]=[C:3]1[C:7]#[N:8].[OH-:9].[K+].OO, predict the reaction product. The product is: [NH2:1][N:2]1[CH:6]=[CH:5][CH:4]=[C:3]1[C:7]([NH2:8])=[O:9]. (7) Given the reactants [C:1]([C:3]1[C:4]([N:9]([CH3:14])[S:10]([CH3:13])(=[O:12])=[O:11])=[N:5][CH:6]=[CH:7][CH:8]=1)#[N:2].[H][H], predict the reaction product. The product is: [NH2:2][CH2:1][C:3]1[C:4]([N:9]([CH3:14])[S:10]([CH3:13])(=[O:12])=[O:11])=[N:5][CH:6]=[CH:7][CH:8]=1.